From a dataset of NCI-60 drug combinations with 297,098 pairs across 59 cell lines. Regression. Given two drug SMILES strings and cell line genomic features, predict the synergy score measuring deviation from expected non-interaction effect. (1) Drug 1: CC1CCC2CC(C(=CC=CC=CC(CC(C(=O)C(C(C(=CC(C(=O)CC(OC(=O)C3CCCCN3C(=O)C(=O)C1(O2)O)C(C)CC4CCC(C(C4)OC)O)C)C)O)OC)C)C)C)OC. Drug 2: CC1CCC2CC(C(=CC=CC=CC(CC(C(=O)C(C(C(=CC(C(=O)CC(OC(=O)C3CCCCN3C(=O)C(=O)C1(O2)O)C(C)CC4CCC(C(C4)OC)OCCO)C)C)O)OC)C)C)C)OC. Cell line: BT-549. Synergy scores: CSS=2.36, Synergy_ZIP=3.08, Synergy_Bliss=4.20, Synergy_Loewe=-1.21, Synergy_HSA=1.24. (2) Drug 1: C1CCN(CC1)CCOC2=CC=C(C=C2)C(=O)C3=C(SC4=C3C=CC(=C4)O)C5=CC=C(C=C5)O. Drug 2: CNC(=O)C1=CC=CC=C1SC2=CC3=C(C=C2)C(=NN3)C=CC4=CC=CC=N4. Cell line: HCT-15. Synergy scores: CSS=2.08, Synergy_ZIP=1.000, Synergy_Bliss=5.02, Synergy_Loewe=2.15, Synergy_HSA=2.03. (3) Synergy scores: CSS=-4.15, Synergy_ZIP=-0.672, Synergy_Bliss=-6.54, Synergy_Loewe=-8.97, Synergy_HSA=-7.81. Drug 2: CC1=C(C(CCC1)(C)C)C=CC(=CC=CC(=CC(=O)O)C)C. Cell line: 786-0. Drug 1: C1CCC(C1)C(CC#N)N2C=C(C=N2)C3=C4C=CNC4=NC=N3. (4) Drug 1: COC1=CC(=CC(=C1O)OC)C2C3C(COC3=O)C(C4=CC5=C(C=C24)OCO5)OC6C(C(C7C(O6)COC(O7)C8=CC=CS8)O)O. Drug 2: COCCOC1=C(C=C2C(=C1)C(=NC=N2)NC3=CC=CC(=C3)C#C)OCCOC.Cl. Cell line: OVCAR-4. Synergy scores: CSS=4.66, Synergy_ZIP=-1.81, Synergy_Bliss=0.648, Synergy_Loewe=1.90, Synergy_HSA=2.28. (5) Drug 1: C1=CN(C=N1)CC(O)(P(=O)(O)O)P(=O)(O)O. Drug 2: CC1=C(C(=O)C2=C(C1=O)N3CC4C(C3(C2COC(=O)N)OC)N4)N. Cell line: SK-MEL-5. Synergy scores: CSS=38.8, Synergy_ZIP=-1.45, Synergy_Bliss=-2.28, Synergy_Loewe=-17.3, Synergy_HSA=0.247. (6) Drug 1: C1CCC(CC1)NC(=O)N(CCCl)N=O. Drug 2: CCN(CC)CCNC(=O)C1=C(NC(=C1C)C=C2C3=C(C=CC(=C3)F)NC2=O)C. Cell line: CCRF-CEM. Synergy scores: CSS=39.0, Synergy_ZIP=0.498, Synergy_Bliss=1.15, Synergy_Loewe=-1.19, Synergy_HSA=-0.670. (7) Drug 1: CS(=O)(=O)CCNCC1=CC=C(O1)C2=CC3=C(C=C2)N=CN=C3NC4=CC(=C(C=C4)OCC5=CC(=CC=C5)F)Cl. Drug 2: N.N.Cl[Pt+2]Cl. Cell line: SK-OV-3. Synergy scores: CSS=23.9, Synergy_ZIP=-9.88, Synergy_Bliss=-2.06, Synergy_Loewe=-7.88, Synergy_HSA=-0.121. (8) Drug 1: CC(CN1CC(=O)NC(=O)C1)N2CC(=O)NC(=O)C2. Drug 2: CNC(=O)C1=NC=CC(=C1)OC2=CC=C(C=C2)NC(=O)NC3=CC(=C(C=C3)Cl)C(F)(F)F. Cell line: NCI-H522. Synergy scores: CSS=17.3, Synergy_ZIP=-6.96, Synergy_Bliss=-2.39, Synergy_Loewe=-3.18, Synergy_HSA=-2.18. (9) Synergy scores: CSS=-0.705, Synergy_ZIP=-25.1, Synergy_Bliss=-49.6, Synergy_Loewe=-50.8, Synergy_HSA=-50.8. Cell line: NCI-H460. Drug 1: C1CCC(C(C1)N)N.C(=O)(C(=O)[O-])[O-].[Pt+4]. Drug 2: C1CN(P(=O)(OC1)NCCCl)CCCl.